Task: Regression. Given two drug SMILES strings and cell line genomic features, predict the synergy score measuring deviation from expected non-interaction effect.. Dataset: NCI-60 drug combinations with 297,098 pairs across 59 cell lines (1) Cell line: HL-60(TB). Synergy scores: CSS=-9.72, Synergy_ZIP=-13.4, Synergy_Bliss=-37.8, Synergy_Loewe=-47.2, Synergy_HSA=-41.7. Drug 2: COC1=NC(=NC2=C1N=CN2C3C(C(C(O3)CO)O)O)N. Drug 1: CC12CCC(CC1=CCC3C2CCC4(C3CC=C4C5=CN=CC=C5)C)O. (2) Cell line: NCIH23. Synergy scores: CSS=42.7, Synergy_ZIP=2.87, Synergy_Bliss=2.65, Synergy_Loewe=-25.0, Synergy_HSA=3.71. Drug 1: CC1CC2C3CCC4=CC(=O)C=CC4(C3(C(CC2(C1(C(=O)CO)O)C)O)F)C. Drug 2: C1CC(CCC1OC2=C(C(=CC=C2)Cl)F)(CC3=NC(=CC=C3)NC4=NC=CS4)C(=O)O.